Dataset: Forward reaction prediction with 1.9M reactions from USPTO patents (1976-2016). Task: Predict the product of the given reaction. Given the reactants CC(C)(OC([NH:7][CH2:8][C:9]([NH:11][CH:12]([C:19]1[CH:20]=[N:21][CH:22]=[CH:23][CH:24]=1)[CH2:13][C:14]([O:16][CH2:17][CH3:18])=[O:15])=[O:10])=O)C.[ClH:26], predict the reaction product. The product is: [ClH:26].[ClH:26].[NH2:7][CH2:8][C:9]([NH:11][CH:12]([C:19]1[CH:20]=[N:21][CH:22]=[CH:23][CH:24]=1)[CH2:13][C:14]([O:16][CH2:17][CH3:18])=[O:15])=[O:10].